Dataset: Forward reaction prediction with 1.9M reactions from USPTO patents (1976-2016). Task: Predict the product of the given reaction. (1) Given the reactants [F:1][C:2]([F:18])([F:17])[C:3]([C:6]1[CH:11]=[C:10]([C:12]([F:15])([F:14])[F:13])[CH:9]=[C:8]([F:16])[CH:7]=1)=[N:4]O.[H-].[Al+3].[Li+].[H-].[H-].[H-].C(O)(=O)C(C(C(O)=O)O)O, predict the reaction product. The product is: [F:18][C:2]([F:1])([F:17])[CH:3]([C:6]1[CH:7]=[C:8]([F:16])[CH:9]=[C:10]([C:12]([F:13])([F:14])[F:15])[CH:11]=1)[NH2:4]. (2) Given the reactants [F:1][C:2]1[CH:3]=[CH:4][C:5](B2OC(C)(C)C(C)(C)O2)=[C:6]2[C:10]=1[C@H:9]([O:11][C:12]1[CH:25]=[CH:24][C:15]3[C@H:16]([CH2:19][C:20]([O:22][CH3:23])=[O:21])[CH2:17][O:18][C:14]=3[CH:13]=1)[CH2:8][CH2:7]2.Br[C:36]1[C:48]([CH3:49])=[CH:47][C:39]([CH2:40][CH2:41][NH:42][S:43]([CH3:46])(=[O:45])=[O:44])=[CH:38][C:37]=1[CH3:50].BrC1C=CC(F)=C2C=1CC[C@H]2OC1C=CC2[C@H](CC(OC)=O)COC=2C=1, predict the reaction product. The product is: [CH3:49][C:48]1[CH:47]=[C:39]([CH2:40][CH2:41][NH:42][S:43]([CH3:46])(=[O:44])=[O:45])[CH:38]=[C:37]([CH3:50])[C:36]=1[C:5]1[CH:4]=[CH:3][C:2]([F:1])=[C:10]2[C:6]=1[CH2:7][CH2:8][C@H:9]2[O:11][C:12]1[CH:25]=[CH:24][C:15]2[C@H:16]([CH2:19][C:20]([O:22][CH3:23])=[O:21])[CH2:17][O:18][C:14]=2[CH:13]=1. (3) Given the reactants Cl[C:2]1[C:7]([NH:8][C:9](=[O:20])[CH2:10][N:11]2[CH2:16][CH2:15][N:14]([CH2:17][CH2:18][OH:19])[CH2:13][CH2:12]2)=[C:6](Cl)[CH:5]=[C:4]([CH3:22])[N:3]=1.C1OCCOCCOCCOCCOCCOC1.[CH3:41][S-:42].[Na+].O.C[S:46]([CH3:48])=O, predict the reaction product. The product is: [OH:19][CH2:18][CH2:17][N:14]1[CH2:15][CH2:16][N:11]([CH2:10][C:9]([NH:8][C:7]2[C:2]([S:46][CH3:48])=[N:3][C:4]([CH3:22])=[CH:5][C:6]=2[S:42][CH3:41])=[O:20])[CH2:12][CH2:13]1. (4) Given the reactants [C:1]([C:5]1[CH:6]=[C:7]([N:12]2[C:16]([CH:17]=[C:18]3[CH2:23][CH2:22][CH2:21][CH2:20][CH2:19]3)=[CH:15][C:14]([C:24]([O:26][CH3:27])=[O:25])=[N:13]2)[CH:8]=[C:9]([CH3:11])[CH:10]=1)([CH3:4])([CH3:3])[CH3:2], predict the reaction product. The product is: [C:1]([C:5]1[CH:6]=[C:7]([N:12]2[C:16]([CH2:17][CH:18]3[CH2:19][CH2:20][CH2:21][CH2:22][CH2:23]3)=[CH:15][C:14]([C:24]([O:26][CH3:27])=[O:25])=[N:13]2)[CH:8]=[C:9]([CH3:11])[CH:10]=1)([CH3:4])([CH3:2])[CH3:3]. (5) Given the reactants Br[C:2]1[CH:7]=[CH:6][CH:5]=[C:4]([N+:8]([O-:10])=[O:9])[C:3]=1[OH:11].C1(P(C2CCCCC2)C2C=CC=CC=2C2C(C(C)C)=CC(C(C)C)=CC=2C(C)C)CCCCC1.C(=O)([O-])[O-].[Cs+].[Cs+].[C:52]([C:56]#[CH:57])([CH3:55])([CH3:54])[CH3:53], predict the reaction product. The product is: [C:52]([C:56]1[O:11][C:3]2[C:4]([N+:8]([O-:10])=[O:9])=[CH:5][CH:6]=[CH:7][C:2]=2[CH:57]=1)([CH3:55])([CH3:54])[CH3:53]. (6) Given the reactants O1CCCC1.[OH-].[Na+].[NH2:8][C:9]1[C:14]([C:15]2[O:19][N:18]=[C:17]([CH2:20][C:21]3[CH:26]=[CH:25][C:24]([OH:27])=[CH:23][CH:22]=3)[CH:16]=2)=[CH:13][CH:12]=[CH:11][N:10]=1.Cl[CH2:29][C:30]1[CH:35]=[CH:34][CH:33]=[C:32]([F:36])[N:31]=1, predict the reaction product. The product is: [F:36][C:32]1[N:31]=[C:30]([CH2:29][O:27][C:24]2[CH:25]=[CH:26][C:21]([CH2:20][C:17]3[CH:16]=[C:15]([C:14]4[C:9]([NH2:8])=[N:10][CH:11]=[CH:12][CH:13]=4)[O:19][N:18]=3)=[CH:22][CH:23]=2)[CH:35]=[CH:34][CH:33]=1. (7) Given the reactants C(OC([NH:8][C:9]1[N:14]=[C:13]([CH2:15][CH2:16][O:17][C:18]2[CH:40]=[CH:39][C:21]([CH2:22][C@@H:23]([C:35]([O:37]C)=[O:36])[NH:24][C:25]([C:27]3[C:32]([Cl:33])=[CH:31][CH:30]=[CH:29][C:28]=3[Cl:34])=[O:26])=[CH:20][CH:19]=2)[CH:12]=[CH:11][CH:10]=1)=O)(C)(C)C.C(O)(C(F)(F)F)=O.N, predict the reaction product. The product is: [NH2:8][C:9]1[N:14]=[C:13]([CH2:15][CH2:16][O:17][C:18]2[CH:19]=[CH:20][C:21]([CH2:22][C@@H:23]([C:35]([OH:37])=[O:36])[NH:24][C:25]([C:27]3[C:28]([Cl:34])=[CH:29][CH:30]=[CH:31][C:32]=3[Cl:33])=[O:26])=[CH:39][CH:40]=2)[CH:12]=[CH:11][CH:10]=1. (8) The product is: [Cl:5][C:6]1[CH:7]=[CH:8][C:9]([O:16][CH:2]([CH3:4])[CH3:3])=[C:10]([CH:15]=1)[C:11]([O:13][CH3:14])=[O:12]. Given the reactants I[CH:2]([CH3:4])[CH3:3].[Cl:5][C:6]1[CH:7]=[CH:8][C:9]([OH:16])=[C:10]([CH:15]=1)[C:11]([O:13][CH3:14])=[O:12].C(=O)([O-])[O-].[K+].[K+], predict the reaction product. (9) The product is: [C:1]([O:5][C:6]([NH:8][CH:9]([C:11]1[CH:18]=[CH:17][C:16]([Cl:19])=[CH:15][C:12]=1[CH2:13][N:45]=[N+:46]=[N-:47])[CH3:10])=[O:7])([CH3:4])([CH3:3])[CH3:2]. Given the reactants [C:1]([O:5][C:6]([NH:8][CH:9]([C:11]1[CH:18]=[CH:17][C:16]([Cl:19])=[CH:15][C:12]=1[CH2:13]O)[CH3:10])=[O:7])([CH3:4])([CH3:3])[CH3:2].C1CCN2C(=NCCC2)CC1.C1C=CC(P([N:45]=[N+:46]=[N-:47])(C2C=CC=CC=2)=O)=CC=1, predict the reaction product.